Dataset: Full USPTO retrosynthesis dataset with 1.9M reactions from patents (1976-2016). Task: Predict the reactants needed to synthesize the given product. (1) The reactants are: [Cl:1][C:2]1[CH:3]=[CH:4][C:5]([OH:25])=[C:6]([CH:24]=1)[C:7]([NH:9][C:10]1[CH:15]=[C:14]([C:16]([F:19])([F:18])[F:17])[CH:13]=[C:12]([C:20]([F:23])([F:22])[F:21])[CH:11]=1)=[O:8].Cl[CH2:27][O:28][C:29]([N:31]([CH2:38][C:39]([O:41][CH2:42][CH3:43])=[O:40])[CH2:32][C:33]([O:35][CH2:36][CH3:37])=[O:34])=[O:30]. Given the product [CH2:36]([O:35][C:33]([CH2:32][N:31]([CH2:38][C:39]([O:41][CH2:42][CH3:43])=[O:40])[C:29]([O:28][CH2:27][O:25][C:5]1[CH:4]=[CH:3][C:2]([Cl:1])=[CH:24][C:6]=1[C:7]([NH:9][C:10]1[CH:15]=[C:14]([C:16]([F:19])([F:18])[F:17])[CH:13]=[C:12]([C:20]([F:21])([F:22])[F:23])[CH:11]=1)=[O:8])=[O:30])=[O:34])[CH3:37], predict the reactants needed to synthesize it. (2) Given the product [CH2:3]([C:5]1[S:6][CH:7]=[C:8]([CH:10]([C:16]([CH3:17])=[O:18])[C:11]([O:13][CH2:14][CH3:15])=[O:12])[N:9]=1)[CH3:4], predict the reactants needed to synthesize it. The reactants are: [H-].[Na+].[CH2:3]([C:5]1[S:6][CH:7]=[C:8]([CH2:10][C:11]([O:13][CH2:14][CH3:15])=[O:12])[N:9]=1)[CH3:4].[C:16](OCC)(=[O:18])[CH3:17]. (3) Given the product [CH2:17]([O:19][C:20](=[O:29])[CH2:21][C:22]1[CH:23]=[CH:24][C:25]([NH:28][C:1](=[O:3])[CH2:4][C:5]2[N:6]=[C:7]([S:10][C:11]([CH3:16])([CH3:15])[C:12]([OH:14])=[O:13])[S:8][CH:9]=2)=[CH:26][CH:27]=1)[CH3:18], predict the reactants needed to synthesize it. The reactants are: [C:1]([CH2:4][C:5]1[N:6]=[C:7]([S:10][C:11]([CH3:16])([CH3:15])[C:12]([OH:14])=[O:13])[S:8][CH:9]=1)([OH:3])=O.[CH2:17]([O:19][C:20](=[O:29])[CH2:21][C:22]1[CH:27]=[CH:26][C:25]([NH2:28])=[CH:24][CH:23]=1)[CH3:18].C1C=C2N=NN(O)C2=CC=1.O.C(N=C=NC(C)C)(C)C. (4) Given the product [CH3:10][O:9][C:7]([CH2:6][C:5]1[C:4](=[O:12])[NH:19][C:20](=[S:21])[NH:22][CH:1]=1)=[O:8], predict the reactants needed to synthesize it. The reactants are: [CH3:1][O-].[Na+].[C:4]([O:12]C)(=O)[CH2:5][CH2:6][C:7]([O:9][CH3:10])=[O:8].C(OCC)=O.[NH2:19][C:20]([NH2:22])=[S:21].